Dataset: Forward reaction prediction with 1.9M reactions from USPTO patents (1976-2016). Task: Predict the product of the given reaction. (1) Given the reactants [Br:1][C:2]1[CH:3]=[CH:4][C:5](O)=[C:6]([C:8]2[CH:17]=[CH:16]C3C(=CC=C(C4N(C5CCCCC5)C5C=CC(C(O)=O)=CC=5N=4)C=3)N=2)[CH:7]=1.C([O:39][C:40]([C:42]1[CH:65]=[CH:64][C:45]2[N:46]([CH:58]3[CH2:63][CH2:62][CH2:61][CH2:60][CH2:59]3)[C:47]([C:49]3[CH:54]=[CH:53][C:52]([NH2:55])=[C:51](C=O)[CH:50]=3)=[N:48][C:44]=2[CH:43]=1)=[O:41])C.C(C1C=CC([NH:75]C(=O)C)=C(Br)C=1)(=O)C.[OH-].[K+], predict the reaction product. The product is: [NH2:75][C:3]1[CH:4]=[CH:5][C:6]([C:8]2[CH:17]=[CH:16][C:51]3[C:52](=[CH:53][CH:54]=[C:49]([C:47]4[N:46]([CH:58]5[CH2:59][CH2:60][CH2:61][CH2:62][CH2:63]5)[C:45]5[CH:64]=[CH:65][C:42]([C:40]([OH:39])=[O:41])=[CH:43][C:44]=5[N:48]=4)[CH:50]=3)[N:55]=2)=[CH:7][C:2]=1[Br:1]. (2) The product is: [NH2:22][C:23]1[N:28]=[C:27]([N:1]2[C:9]3[C:4](=[C:5]([NH:10][C:11](=[O:21])[CH2:12][C:13]4[CH:18]=[CH:17][CH:16]=[C:15]([O:19][CH3:20])[CH:14]=4)[CH:6]=[CH:7][CH:8]=3)[CH:3]=[CH:2]2)[CH:26]=[CH:25][N:24]=1. Given the reactants [NH:1]1[C:9]2[C:4](=[C:5]([NH:10][C:11](=[O:21])[CH2:12][C:13]3[CH:18]=[CH:17][CH:16]=[C:15]([O:19][CH3:20])[CH:14]=3)[CH:6]=[CH:7][CH:8]=2)[CH:3]=[CH:2]1.[NH2:22][C:23]1[N:28]=[C:27](Cl)[CH:26]=[CH:25][N:24]=1.C([O-])([O-])=O.[Cs+].[Cs+].O, predict the reaction product. (3) Given the reactants Cl.[NH2:2][C@H:3]1[CH2:8][CH2:7][C@H:6]([NH:9][C:10]([C:12]2[C:16]3[N:17]=[CH:18][N:19]=[C:20]([C:21]4[CH:26]=[C:25]([CH2:27][CH3:28])[CH:24]=[CH:23][C:22]=4[O:29][CH2:30][CH:31]4[CH2:33][CH2:32]4)[C:15]=3[NH:14][C:13]=2[CH3:34])=[O:11])[CH2:5][CH2:4]1.[C:35](Cl)(=[O:37])[CH3:36], predict the reaction product. The product is: [C:35]([NH:2][C@H:3]1[CH2:8][CH2:7][C@H:6]([NH:9][C:10]([C:12]2[C:16]3[N:17]=[CH:18][N:19]=[C:20]([C:21]4[CH:26]=[C:25]([CH2:27][CH3:28])[CH:24]=[CH:23][C:22]=4[O:29][CH2:30][CH:31]4[CH2:32][CH2:33]4)[C:15]=3[NH:14][C:13]=2[CH3:34])=[O:11])[CH2:5][CH2:4]1)(=[O:37])[CH3:36]. (4) Given the reactants ClC1C(=O)C(C#N)=C(C#N)C(=O)C=1Cl.[F:15][C:16]([F:42])([F:41])[S:17]([O:20][C:21]1[CH:30]=[CH:29][C:28]2[C:23](=[CH:24][CH:25]=[CH:26][CH:27]=2)[C:22]=1[CH:31]1[C:40]2[C:35](=[CH:36][CH:37]=[CH:38][CH:39]=2)[CH2:34][CH2:33][NH:32]1)(=[O:19])=[O:18], predict the reaction product. The product is: [F:42][C:16]([F:15])([F:41])[S:17]([O:20][C:21]1[CH:30]=[CH:29][C:28]2[C:23](=[CH:24][CH:25]=[CH:26][CH:27]=2)[C:22]=1[C:31]1[C:40]2[C:35](=[CH:36][CH:37]=[CH:38][CH:39]=2)[CH2:34][CH2:33][N:32]=1)(=[O:19])=[O:18]. (5) Given the reactants [OH-].[Na+].Cl.[N+:4]([C:7]1[CH:8]=[C:9]([NH:13][NH2:14])[CH:10]=[CH:11][CH:12]=1)([O-:6])=[O:5].C(O)(=O)C.[CH:19](=O)[CH2:20][CH3:21], predict the reaction product. The product is: [N+:4]([C:7]1[CH:8]=[C:9]([NH:13][N:14]=[CH:19][CH2:20][CH3:21])[CH:10]=[CH:11][CH:12]=1)([O-:6])=[O:5]. (6) The product is: [CH:12]1([CH2:11][N:7]2[C:6]3[CH:5]=[CH:4][C:3]([C:15]4[CH:29]=[CH:28][C:18]([CH2:19][N:20]5[CH2:24][C:23](=[O:25])[N:22]([CH3:26])[C:21]5=[O:27])=[CH:17][CH:16]=4)=[CH:2][C:10]=3[N:9]=[N:8]2)[CH2:14][CH2:13]1. Given the reactants Br[C:2]1[C:10]2[N:9]=[N:8][N:7]([CH2:11][CH:12]3[CH2:14][CH2:13]3)[C:6]=2[CH:5]=[CH:4][C:3]=1[C:15]1[CH:29]=[CH:28][C:18]([CH2:19][N:20]2[CH2:24][C:23](=[O:25])[N:22]([CH3:26])[C:21]2=[O:27])=[CH:17][CH:16]=1, predict the reaction product. (7) The product is: [Cl:16][C:11]1[CH:12]=[C:13]([F:15])[C:14]([C:29]([O:28][CH3:27])=[O:30])=[C:9]([NH:5][C:6]([O:7][C:18]([CH3:21])([CH3:20])[CH3:19])=[O:8])[CH:10]=1.[CH3:4][C:2]([N:5]([C:9]1[CH:10]=[C:11]([Cl:16])[CH:12]=[C:13]([F:15])[C:14]=1[C:29](=[O:30])[C:18]([CH3:21])([CH3:20])[CH3:19])[C:6](=[O:7])[O-:8])([CH3:1])[CH3:3]. Given the reactants [CH3:1][C:2]([N:5]([C:9]1[CH:14]=[C:13]([F:15])[CH:12]=[C:11]([Cl:16])[CH:10]=1)[C:6](=[O:8])[O-:7])([CH3:4])[CH3:3].[Li][C:18]([CH3:21])([CH3:20])[CH3:19].CCCCC.[CH3:27][O:28][C:29](Cl)=[O:30].[Cl-].[NH4+], predict the reaction product. (8) Given the reactants O.C1(C)C=CC(S(O)(=O)=O)=CC=1.S(OS(C(F)(F)F)(=O)=O)(C(F)(F)F)(=O)=O.[CH:28]1([C:34]2[C:35]3[CH:36]=[CH:37][C:38]([C:57]([O:59]C)=[O:58])=[CH:39][C:40]=3[N:41]3[C:48]=2[C:47]2[CH:49]=[CH:50][CH:51]=[CH:52][C:46]=2[O:45][CH2:44][C:43]([CH2:55]O)([CH2:53]O)[CH2:42]3)[CH2:33][CH2:32][CH2:31][CH2:30][CH2:29]1.CC[N:63](C(C)C)[CH:64]([CH3:66])[CH3:65].C(N)(C)C, predict the reaction product. The product is: [CH:28]1([C:34]2[C:35]3[CH:36]=[CH:37][C:38]([C:57]([OH:59])=[O:58])=[CH:39][C:40]=3[N:41]3[C:48]=2[C:47]2[CH:49]=[CH:50][CH:51]=[CH:52][C:46]=2[O:45][CH2:44][C:43]2([CH2:53][N:63]([CH:64]([CH3:66])[CH3:65])[CH2:55]2)[CH2:42]3)[CH2:29][CH2:30][CH2:31][CH2:32][CH2:33]1. (9) Given the reactants Cl[C:2]1[N:3]=[N:4][C:5]([C:8]2[CH:13]=[CH:12][CH:11]=[CH:10][CH:9]=2)=[CH:6][CH:7]=1.[Cl-].C(C1C=CC=C(CCC)C=1[N+:27]1[CH:31]=[CH:30][N:29]([C:32]2[C:37](CCC)=CC=C[C:33]=2[CH2:41]CC)C=1)CC.[C:44]([O-:47])([O-])=[O:45].[Cs+].[Cs+].[C:50]1([CH3:56])[CH:55]=CC=C[CH:51]=1, predict the reaction product. The product is: [C:50]([O:47][C:44]([N:29]1[CH:30]2[CH2:41][CH2:33][CH:32]1[CH2:37][N:27]([C:2]1[N:3]=[N:4][C:5]([C:8]3[CH:13]=[CH:12][CH:11]=[CH:10][CH:9]=3)=[CH:6][CH:7]=1)[CH2:31]2)=[O:45])([CH3:56])([CH3:55])[CH3:51].